From a dataset of Reaction yield outcomes from USPTO patents with 853,638 reactions. Predict the reaction yield, written as a fraction of the theoretical maximum amount of product (1.0 means a 100% yield; for example, 0.34 means a 34% yield). (1) The reactants are [NH:1]([CH2:5][CH2:6][OH:7])[CH2:2][CH2:3][OH:4].[C:8]1(=O)[CH2:13][CH2:12][CH2:11][CH2:10][CH2:9]1.C(=O)([O-])[O-].[K+].[K+]. The catalyst is ClCCl. The product is [O:4]1[C:8]2([CH2:13][CH2:12][CH2:11][CH2:10][CH2:9]2)[N:1]([CH2:5][CH2:6][OH:7])[CH2:2][CH2:3]1. The yield is 0.450. (2) The reactants are CCN(C(C)C)C(C)C.[CH:10]1([C:13](Cl)=[O:14])[CH2:12][CH2:11]1.[NH2:16][CH2:17][C:18]1[CH:23]=[CH:22][C:21]([C:24]([N:26]2[CH2:35][CH2:34][C:33]3[S:32][C:31]([CH3:36])=[N:30][C:29]=3[C:28]3[CH:37]=[CH:38][CH:39]=[CH:40][C:27]2=3)=[O:25])=[CH:20][C:19]=1[CH3:41]. The catalyst is ClCCl. The product is [CH3:41][C:19]1[CH:20]=[C:21]([C:24]([N:26]2[CH2:35][CH2:34][C:33]3[S:32][C:31]([CH3:36])=[N:30][C:29]=3[C:28]3[CH:37]=[CH:38][CH:39]=[CH:40][C:27]2=3)=[O:25])[CH:22]=[CH:23][C:18]=1[CH2:17][NH:16][C:13]([CH:10]1[CH2:12][CH2:11]1)=[O:14]. The yield is 0.460. (3) The reactants are S(Cl)([Cl:3])=O.[Cl:5][C:6]1[CH:11]=[C:10]([CH2:12]O)[CH:9]=[C:8]([O:14][CH3:15])[N:7]=1. The catalyst is C1(C)C=CC=CC=1. The product is [ClH:3].[Cl:5][C:6]1[CH:11]=[C:10]([CH2:12][Cl:3])[CH:9]=[C:8]([O:14][CH3:15])[N:7]=1. The yield is 0.740. (4) The reactants are [Cl:1][C@H:2]1[C@H:6]([CH2:7][CH2:8][CH2:9][C:10]2[S:14][C:13]([C:15]([O:17]C)=[O:16])=[CH:12][CH:11]=2)[C@@H:5](/[CH:19]=[CH:20]/[C@@H:21]([OH:28])[CH2:22][CH2:23][CH2:24][C@@H:25]([OH:27])[CH3:26])[C@H:4]([OH:29])[CH2:3]1.[OH-].[Li+].Cl. The catalyst is C1COCC1. The product is [Cl:1][C@H:2]1[C@H:6]([CH2:7][CH2:8][CH2:9][C:10]2[S:14][C:13]([C:15]([OH:17])=[O:16])=[CH:12][CH:11]=2)[C@@H:5](/[CH:19]=[CH:20]/[C@@H:21]([OH:28])[CH2:22][CH2:23][CH2:24][C@@H:25]([OH:27])[CH3:26])[C@H:4]([OH:29])[CH2:3]1. The yield is 0.600. (5) The reactants are [C:1]([C:3]1[CH:4]=[C:5]2[C:9](=[CH:10][CH:11]=1)[NH:8][C:7](=[O:12])[C:6]2(O)[C:13]1[C:14]([O:19][CH2:20][CH3:21])=[N:15][CH:16]=[CH:17][CH:18]=1)#[N:2].N1C=CC=CC=1.S(Cl)([Cl:31])=O.ClCCl.CO. The catalyst is ClCCl. The product is [Cl:31][C:6]1([C:13]2[C:14]([O:19][CH2:20][CH3:21])=[N:15][CH:16]=[CH:17][CH:18]=2)[C:5]2[C:9](=[CH:10][CH:11]=[C:3]([C:1]#[N:2])[CH:4]=2)[NH:8][C:7]1=[O:12]. The yield is 0.890. (6) The reactants are [OH:1][C:2]1[CH:3]=[C:4]([C:8]23[CH2:15][CH2:14][C:11]([CH2:16][CH2:17][O:18][CH2:19][C:20]([O:22]C(C)(C)C)=[O:21])([CH2:12][CH2:13]2)[CH2:10][O:9]3)[CH:5]=[CH:6][CH:7]=1.Br[CH2:28][CH:29]1[CH2:34][CH2:33][CH2:32][CH2:31][CH2:30]1. No catalyst specified. The product is [CH:29]1([CH2:28][O:1][C:2]2[CH:3]=[C:4]([C:8]34[CH2:15][CH2:14][C:11]([CH2:16][CH2:17][O:18][CH2:19][C:20]([OH:22])=[O:21])([CH2:12][CH2:13]3)[CH2:10][O:9]4)[CH:5]=[CH:6][CH:7]=2)[CH2:34][CH2:33][CH2:32][CH2:31][CH2:30]1. The yield is 0.650.